From a dataset of Full USPTO retrosynthesis dataset with 1.9M reactions from patents (1976-2016). Predict the reactants needed to synthesize the given product. (1) Given the product [Br:1][CH2:2][C:3]1[CH:8]=[CH:7][C:6]([S:9]([NH:13][C:14]2[C:15]([CH3:21])=[N:16][N:17]([CH3:20])[C:18]=2[CH3:19])(=[O:11])=[O:10])=[CH:5][CH:4]=1, predict the reactants needed to synthesize it. The reactants are: [Br:1][CH2:2][C:3]1[CH:8]=[CH:7][C:6]([S:9](Cl)(=[O:11])=[O:10])=[CH:5][CH:4]=1.[NH2:13][C:14]1[C:15]([CH3:21])=[N:16][N:17]([CH3:20])[C:18]=1[CH3:19].N1C=CC=CC=1.CCOCC. (2) The reactants are: [CH2:1]([CH:4]1[C:9](=[O:10])[NH:8][C:7](=[O:11])[NH:6][C:5]1=[O:12])[CH:2]=[CH2:3].[Na].[C:14]([O:18][C:19]([NH:21][OH:22])=[O:20])([CH3:17])([CH3:16])[CH3:15].I([O-])(=O)(=O)=O.[Na+]. Given the product [C:14]([O:18][C:19]([N:21]([OH:22])[C:4]1([CH2:1][CH:2]=[CH2:3])[C:5](=[O:12])[NH:6][C:7](=[O:11])[NH:8][C:9]1=[O:10])=[O:20])([CH3:17])([CH3:16])[CH3:15], predict the reactants needed to synthesize it. (3) Given the product [NH2:4][C:5]1[S:6][CH:7]=[C:8]([C:10]2[NH:11][C:12]([CH3:29])=[C:13]([C:24]([O:26][CH2:27][CH3:28])=[O:25])[CH:14]([C:16]3[CH:21]=[CH:20][C:19]([F:22])=[CH:18][C:17]=3[Cl:23])[N:15]=2)[N:9]=1, predict the reactants needed to synthesize it. The reactants are: C([NH:4][C:5]1[S:6][CH:7]=[C:8]([C:10]2[NH:11][C:12]([CH3:29])=[C:13]([C:24]([O:26][CH2:27][CH3:28])=[O:25])[CH:14]([C:16]3[CH:21]=[CH:20][C:19]([F:22])=[CH:18][C:17]=3[Cl:23])[N:15]=2)[N:9]=1)(=O)C.Cl. (4) Given the product [Cl:7][Si:8]([Cl:10])([Cl:9])[CH2:2][Si:3]([Cl:5])([Cl:4])[CH3:6], predict the reactants needed to synthesize it. The reactants are: Cl[CH2:2][Si:3]([CH3:6])([Cl:5])[Cl:4].[Cl:7][SiH:8]([Cl:10])[Cl:9]. (5) Given the product [CH3:35][N:36]([CH3:37])[C:2]1[CH:30]=[CH:29][C:28]([C:31]([F:34])([F:33])[F:32])=[CH:27][C:3]=1[C:4]([NH:6][CH2:7][C:8](=[O:26])[NH:9][CH:10]1[CH2:11][N:12]([CH:14]2[CH2:19][CH2:18][CH:17]([C:20]3[CH:21]=[CH:22][CH:23]=[CH:24][CH:25]=3)[CH2:16][CH2:15]2)[CH2:13]1)=[O:5], predict the reactants needed to synthesize it. The reactants are: F[C:2]1[CH:30]=[CH:29][C:28]([C:31]([F:34])([F:33])[F:32])=[CH:27][C:3]=1[C:4]([NH:6][CH2:7][C:8](=[O:26])[NH:9][CH:10]1[CH2:13][N:12]([CH:14]2[CH2:19][CH2:18][CH:17]([C:20]3[CH:25]=[CH:24][CH:23]=[CH:22][CH:21]=3)[CH2:16][CH2:15]2)[CH2:11]1)=[O:5].[CH3:35][NH:36][CH3:37]. (6) The reactants are: [Li+].[CH3:2]C([N-]C(C)C)C.[Br:9][C:10]1[CH:11]=[C:12]([CH:16]([CH3:20])[C:17]([OH:19])=[O:18])[CH:13]=[CH:14][CH:15]=1.CI. Given the product [Br:9][C:10]1[CH:11]=[C:12]([C:16]([CH3:2])([CH3:20])[C:17]([OH:19])=[O:18])[CH:13]=[CH:14][CH:15]=1, predict the reactants needed to synthesize it.